From a dataset of Merck oncology drug combination screen with 23,052 pairs across 39 cell lines. Regression. Given two drug SMILES strings and cell line genomic features, predict the synergy score measuring deviation from expected non-interaction effect. (1) Drug 1: Nc1ccn(C2OC(CO)C(O)C2(F)F)c(=O)n1. Drug 2: O=C(NOCC(O)CO)c1ccc(F)c(F)c1Nc1ccc(I)cc1F. Cell line: LOVO. Synergy scores: synergy=7.48. (2) Drug 1: COC12C(COC(N)=O)C3=C(C(=O)C(C)=C(N)C3=O)N1CC1NC12. Drug 2: CC1(c2nc3c(C(N)=O)cccc3[nH]2)CCCN1. Cell line: SW620. Synergy scores: synergy=7.51. (3) Drug 1: COc1cccc2c1C(=O)c1c(O)c3c(c(O)c1C2=O)CC(O)(C(=O)CO)CC3OC1CC(N)C(O)C(C)O1. Drug 2: CC1(c2nc3c(C(N)=O)cccc3[nH]2)CCCN1. Cell line: A2780. Synergy scores: synergy=10.1. (4) Drug 1: O=c1[nH]cc(F)c(=O)[nH]1. Drug 2: CNC(=O)c1cc(Oc2ccc(NC(=O)Nc3ccc(Cl)c(C(F)(F)F)c3)cc2)ccn1. Cell line: SW620. Synergy scores: synergy=0.574. (5) Drug 1: N.N.O=C(O)C1(C(=O)O)CCC1.[Pt]. Drug 2: C=CCn1c(=O)c2cnc(Nc3ccc(N4CCN(C)CC4)cc3)nc2n1-c1cccc(C(C)(C)O)n1. Cell line: NCIH1650. Synergy scores: synergy=20.6. (6) Drug 1: COC12C(COC(N)=O)C3=C(C(=O)C(C)=C(N)C3=O)N1CC1NC12. Drug 2: CC1(c2nc3c(C(N)=O)cccc3[nH]2)CCCN1. Cell line: RPMI7951. Synergy scores: synergy=-2.44. (7) Cell line: RPMI7951. Drug 2: CC1(c2nc3c(C(N)=O)cccc3[nH]2)CCCN1. Drug 1: O=C(CCCCCCC(=O)Nc1ccccc1)NO. Synergy scores: synergy=11.4. (8) Drug 1: O=S1(=O)NC2(CN1CC(F)(F)F)C1CCC2Cc2cc(C=CCN3CCC(C(F)(F)F)CC3)ccc2C1. Drug 2: CCc1c2c(nc3ccc(O)cc13)-c1cc3c(c(=O)n1C2)COC(=O)C3(O)CC. Cell line: UWB1289. Synergy scores: synergy=-8.81. (9) Drug 1: NC(=O)c1cccc2cn(-c3ccc(C4CCCNC4)cc3)nc12. Drug 2: NC1(c2ccc(-c3nc4ccn5c(=O)[nH]nc5c4cc3-c3ccccc3)cc2)CCC1. Cell line: NCIH1650. Synergy scores: synergy=14.5. (10) Drug 1: CC1CC2C3CCC4=CC(=O)C=CC4(C)C3(F)C(O)CC2(C)C1(O)C(=O)CO. Drug 2: C#Cc1cccc(Nc2ncnc3cc(OCCOC)c(OCCOC)cc23)c1. Cell line: SKMES1. Synergy scores: synergy=10.7.